From a dataset of NCI-60 drug combinations with 297,098 pairs across 59 cell lines. Regression. Given two drug SMILES strings and cell line genomic features, predict the synergy score measuring deviation from expected non-interaction effect. (1) Drug 1: CC1=C(C=C(C=C1)NC2=NC=CC(=N2)N(C)C3=CC4=NN(C(=C4C=C3)C)C)S(=O)(=O)N.Cl. Drug 2: CCN(CC)CCNC(=O)C1=C(NC(=C1C)C=C2C3=C(C=CC(=C3)F)NC2=O)C. Cell line: OVCAR3. Synergy scores: CSS=-0.553, Synergy_ZIP=3.23, Synergy_Bliss=4.36, Synergy_Loewe=0.420, Synergy_HSA=-0.579. (2) Drug 1: CC12CCC(CC1=CCC3C2CCC4(C3CC=C4C5=CN=CC=C5)C)O. Drug 2: CN1C2=C(C=C(C=C2)N(CCCl)CCCl)N=C1CCCC(=O)O.Cl. Cell line: HCT-15. Synergy scores: CSS=6.56, Synergy_ZIP=0.552, Synergy_Bliss=3.50, Synergy_Loewe=-4.83, Synergy_HSA=0.144. (3) Drug 1: CC1C(C(CC(O1)OC2CC(CC3=C2C(=C4C(=C3O)C(=O)C5=C(C4=O)C(=CC=C5)OC)O)(C(=O)CO)O)N)O.Cl. Drug 2: CCC1=CC2CC(C3=C(CN(C2)C1)C4=CC=CC=C4N3)(C5=C(C=C6C(=C5)C78CCN9C7C(C=CC9)(C(C(C8N6C)(C(=O)OC)O)OC(=O)C)CC)OC)C(=O)OC.C(C(C(=O)O)O)(C(=O)O)O. Cell line: UO-31. Synergy scores: CSS=13.0, Synergy_ZIP=-6.95, Synergy_Bliss=-1.31, Synergy_Loewe=-0.0855, Synergy_HSA=-0.874. (4) Drug 1: C1=CN(C(=O)N=C1N)C2C(C(C(O2)CO)O)O.Cl. Drug 2: C1=CC=C(C(=C1)C(C2=CC=C(C=C2)Cl)C(Cl)Cl)Cl. Cell line: DU-145. Synergy scores: CSS=36.8, Synergy_ZIP=-7.55, Synergy_Bliss=-2.75, Synergy_Loewe=-54.2, Synergy_HSA=-2.02. (5) Drug 1: CN1CCC(CC1)COC2=C(C=C3C(=C2)N=CN=C3NC4=C(C=C(C=C4)Br)F)OC. Drug 2: C1C(C(OC1N2C=NC(=NC2=O)N)CO)O. Cell line: OVCAR-4. Synergy scores: CSS=17.7, Synergy_ZIP=-2.13, Synergy_Bliss=0.357, Synergy_Loewe=4.18, Synergy_HSA=4.66.